Predict the product of the given reaction. From a dataset of Forward reaction prediction with 1.9M reactions from USPTO patents (1976-2016). Given the reactants [Br:1][C:2]1[CH:3]=[N:4][C:5]2[N:6]([N:8]=[C:9]([C:11]([OH:13])=O)[CH:10]=2)[CH:7]=1.[N:14]1[CH:19]=[CH:18][CH:17]=[CH:16][C:15]=1[C:20]1[CH2:21][CH2:22][NH:23][CH2:24][CH:25]=1, predict the reaction product. The product is: [Br:1][C:2]1[CH:3]=[N:4][C:5]2[N:6]([N:8]=[C:9]([C:11]([N:23]3[CH2:24][CH:25]=[C:20]([C:15]4[CH:16]=[CH:17][CH:18]=[CH:19][N:14]=4)[CH2:21][CH2:22]3)=[O:13])[CH:10]=2)[CH:7]=1.